This data is from CYP2C9 inhibition data for predicting drug metabolism from PubChem BioAssay. The task is: Regression/Classification. Given a drug SMILES string, predict its absorption, distribution, metabolism, or excretion properties. Task type varies by dataset: regression for continuous measurements (e.g., permeability, clearance, half-life) or binary classification for categorical outcomes (e.g., BBB penetration, CYP inhibition). Dataset: cyp2c9_veith. (1) The molecule is COc1ccc([C@H](O)c2ccccn2)cc1. The result is 0 (non-inhibitor). (2) The drug is O=C(c1ccco1)N1CCC[C@@]2(CCN(c3ccccc3)C2)C1. The result is 0 (non-inhibitor). (3) The compound is COCCCNC(=O)C1CC(=O)N(CCc2ccc(OC)c(OC)c2)C1. The result is 0 (non-inhibitor). (4) The compound is Cc1c(NC(=O)CN2CCN(c3ccccc3)CC2)c(=O)n(-c2ccccc2)n1C. The result is 0 (non-inhibitor). (5) The result is 0 (non-inhibitor). The compound is Cn1cccc1C(=O)N1CCC2(CCN(C(=O)Nc3cccc(C#N)c3)CC2)CC1.